Dataset: Forward reaction prediction with 1.9M reactions from USPTO patents (1976-2016). Task: Predict the product of the given reaction. (1) Given the reactants Cl[C:2]1[N:7]=[N:6][C:5]([C:8]([NH2:10])=[O:9])=[C:4]([NH:11][C:12]2[CH:17]=[CH:16][C:15]([CH3:18])=[C:14]([CH:19]([CH3:21])[CH3:20])[N:13]=2)[CH:3]=1.[NH2:22][C@@H:23]1[CH2:28][CH2:27][CH2:26][CH2:25][C@@H:24]1[NH:29]C(=O)OC(C)(C)C.CN1C(=O)CCC1.C(O)(C(F)(F)F)=O, predict the reaction product. The product is: [NH2:22][C@H:23]1[CH2:28][CH2:27][CH2:26][CH2:25][C@H:24]1[NH:29][C:2]1[N:7]=[N:6][C:5]([C:8]([NH2:10])=[O:9])=[C:4]([NH:11][C:12]2[CH:17]=[CH:16][C:15]([CH3:18])=[C:14]([CH:19]([CH3:21])[CH3:20])[N:13]=2)[CH:3]=1. (2) Given the reactants [CH2:1]([C:4]1[C:9]2[O:10][C@@H:11]([CH2:14][O:15][S:16]([C:19]3[CH:24]=[CH:23][C:22]([CH3:25])=[CH:21][CH:20]=3)(=[O:18])=[O:17])[CH2:12][O:13][C:8]=2[CH:7]=[CH:6][C:5]=1[N+:26]([O-:28])=[O:27])[CH:2]=C.[O:29]=[O+][O-].O=O.C(N(C(C)C)CC)(C)C, predict the reaction product. The product is: [N+:26]([C:5]1[CH:6]=[CH:7][C:8]2[O:13][CH2:12][CH:11]([CH2:14][O:15][S:16]([C:19]3[CH:20]=[CH:21][C:22]([CH3:25])=[CH:23][CH:24]=3)(=[O:18])=[O:17])[O:10][C:9]=2[C:4]=1[CH2:1][CH:2]=[O:29])([O-:28])=[O:27]. (3) Given the reactants C([SiH2][O:6][C:7](C)(C)[CH:8]1[O:12][C:11](=[O:13])[N:10]([C:14]2[CH:19]=[CH:18][C:17]([C:20]3[CH:25]=[CH:24][C:23]([CH2:26][O:27][CH:28]4[CH2:33][O:32][C:31]5=[N:34][C:35]([N+:37]([O-:39])=[O:38])=[CH:36][N:30]5[CH2:29]4)=[CH:22][N:21]=3)=[C:16]([F:40])[CH:15]=2)[CH2:9]1)(C)(C)C.BrC1N=CC(COC2COC3=NC([N+]([O-])=O)=CN3C2)=CC=1.C([SiH2]OC(C)(C)C1OC(=O)N(C2C=CC(B3OC(C)(C)C(C)(C)O3)=C(F)C=2)C1)(C)(C)C.C([O-])([O-])=O.[K+].[K+], predict the reaction product. The product is: [F:40][C:16]1[CH:15]=[C:14]([N:10]2[CH2:9][CH:8]([CH2:7][OH:6])[O:12][C:11]2=[O:13])[CH:19]=[CH:18][C:17]=1[C:20]1[CH:25]=[CH:24][C:23]([CH2:26][O:27][CH:28]2[CH2:33][O:32][C:31]3=[N:34][C:35]([N+:37]([O-:39])=[O:38])=[CH:36][N:30]3[CH2:29]2)=[CH:22][N:21]=1. (4) Given the reactants [Si]([O:8][CH2:9][CH2:10][NH:11][C@H:12]1[CH2:17][CH2:16][C@H:15]([NH:18][C:19]2[CH:24]=[C:23]([C:25]3[CH:30]=[CH:29][CH:28]=[C:27]([NH:31][CH2:32][C:33]4[CH:38]=[CH:37][CH:36]=[C:35]([F:39])[CH:34]=4)[N:26]=3)[C:22]([Cl:40])=[CH:21][N:20]=2)[CH2:14][CH2:13]1)(C(C)(C)C)(C)C.CCCC[N+](CCCC)(CCCC)CCCC.[F-], predict the reaction product. The product is: [Cl:40][C:22]1[C:23]([C:25]2[CH:30]=[CH:29][CH:28]=[C:27]([NH:31][CH2:32][C:33]3[CH:38]=[CH:37][CH:36]=[C:35]([F:39])[CH:34]=3)[N:26]=2)=[CH:24][C:19]([NH:18][C@H:15]2[CH2:14][CH2:13][C@H:12]([NH:11][CH2:10][CH2:9][OH:8])[CH2:17][CH2:16]2)=[N:20][CH:21]=1.